This data is from Reaction yield outcomes from USPTO patents with 853,638 reactions. The task is: Predict the reaction yield, written as a fraction of the theoretical maximum amount of product (1.0 means a 100% yield; for example, 0.34 means a 34% yield). (1) The reactants are O.[OH-].[Li+].C[O:5][C:6](=[O:27])[C:7]1[CH:12]=[CH:11][C:10]([O:13][CH2:14][C:15]2[N:16]([CH3:26])[N:17]=[N:18][C:19]=2[C:20]2[CH:25]=[CH:24][CH:23]=[CH:22][CH:21]=2)=[N:9][CH:8]=1. The catalyst is O.C1COCC1.CO. The product is [CH3:26][N:16]1[C:15]([CH2:14][O:13][C:10]2[CH:11]=[CH:12][C:7]([C:6]([OH:27])=[O:5])=[CH:8][N:9]=2)=[C:19]([C:20]2[CH:25]=[CH:24][CH:23]=[CH:22][CH:21]=2)[N:18]=[N:17]1. The yield is 0.860. (2) The yield is 0.470. The reactants are [Cl:1][C:2]1[CH:3]=[C:4]2[C:8](=[CH:9][C:10]=1[Cl:11])[N:7]([C@@H:12]1[O:18][C@H:17]([CH2:19][O:20]C(=O)C)[C@@H:15]([OH:16])[C@H:13]1[OH:14])[C:6]([Br:24])=[C:5]2[CH:25]=[O:26].C[O-].[Na+].CO.O. The catalyst is CO. The product is [Cl:1][C:2]1[CH:3]=[C:4]2[C:8](=[CH:9][C:10]=1[Cl:11])[N:7]([C@@H:12]1[O:18][C@H:17]([CH2:19][OH:20])[C@@H:15]([OH:16])[C@H:13]1[OH:14])[C:6]([Br:24])=[C:5]2[CH:25]=[O:26]. (3) The reactants are [O:1]=[C:2]1[C:7]2[CH:8]=[CH:9][CH:10]=[CH:11][C:6]=2[S:5][C:4]([C:12]2[N:17]=[C:16]([CH2:18][O:19][CH2:20][CH2:21][C:22]([O:24]C(C)(C)C)=[O:23])[CH:15]=[CH:14][CH:13]=2)=[N:3]1.FC(F)(F)C(O)=O. No catalyst specified. The product is [O:1]=[C:2]1[C:7]2[CH:8]=[CH:9][CH:10]=[CH:11][C:6]=2[S:5][C:4]([C:12]2[N:17]=[C:16]([CH2:18][O:19][CH2:20][CH2:21][C:22]([OH:24])=[O:23])[CH:15]=[CH:14][CH:13]=2)=[N:3]1. The yield is 0.740. (4) The reactants are [Br:1][C:2]1[C:3](=[O:29])[N:4]([C:20]2[CH:21]=[C:22]([CH:26]=[CH:27][CH:28]=2)[C:23]([NH2:25])=[O:24])[C:5]([CH2:18]O)=[CH:6][C:7]=1[O:8][CH2:9][C:10]1[CH:15]=[CH:14][C:13]([F:16])=[CH:12][C:11]=1[F:17].C1(P(C2C=CC=CC=2)C2C=CC=CC=2)C=CC=CC=1.[C:49]1(=[O:59])[NH:53][C:52](=[O:54])[C:51]2=[CH:55][CH:56]=[CH:57][CH:58]=[C:50]12.N(C(OCC)=O)=NC(OCC)=O. The catalyst is O1CCCC1.CN1CCCC1=O. The product is [Br:1][C:2]1[C:3](=[O:29])[N:4]([C:20]2[CH:21]=[C:22]([CH:26]=[CH:27][CH:28]=2)[C:23]([NH2:25])=[O:24])[C:5]([CH2:18][N:53]2[C:49](=[O:59])[C:50]3[C:51](=[CH:55][CH:56]=[CH:57][CH:58]=3)[C:52]2=[O:54])=[CH:6][C:7]=1[O:8][CH2:9][C:10]1[CH:15]=[CH:14][C:13]([F:16])=[CH:12][C:11]=1[F:17]. The yield is 0.620.